Dataset: Forward reaction prediction with 1.9M reactions from USPTO patents (1976-2016). Task: Predict the product of the given reaction. Given the reactants [OH:1][C:2]1[CH:10]=[C:9]([C:11]([F:14])([F:13])[F:12])[CH:8]=[CH:7][C:3]=1[C:4]([OH:6])=O.C(Cl)(=O)C(Cl)=O.[NH2:21][CH2:22][CH2:23][NH:24][C:25](=[O:31])[O:26][C:27]([CH3:30])([CH3:29])[CH3:28].C(N(C(C)C)CC)(C)C, predict the reaction product. The product is: [OH:1][C:2]1[CH:10]=[C:9]([C:11]([F:14])([F:13])[F:12])[CH:8]=[CH:7][C:3]=1[C:4]([NH:21][CH2:22][CH2:23][NH:24][C:25](=[O:31])[O:26][C:27]([CH3:29])([CH3:28])[CH3:30])=[O:6].